From a dataset of NCI-60 drug combinations with 297,098 pairs across 59 cell lines. Regression. Given two drug SMILES strings and cell line genomic features, predict the synergy score measuring deviation from expected non-interaction effect. (1) Drug 1: CCC(=C(C1=CC=CC=C1)C2=CC=C(C=C2)OCCN(C)C)C3=CC=CC=C3.C(C(=O)O)C(CC(=O)O)(C(=O)O)O. Drug 2: CCC1=C2CN3C(=CC4=C(C3=O)COC(=O)C4(CC)O)C2=NC5=C1C=C(C=C5)O. Cell line: SNB-19. Synergy scores: CSS=23.4, Synergy_ZIP=-0.0654, Synergy_Bliss=1.59, Synergy_Loewe=-21.9, Synergy_HSA=-5.96. (2) Synergy scores: CSS=54.9, Synergy_ZIP=9.97, Synergy_Bliss=9.60, Synergy_Loewe=-4.22, Synergy_HSA=11.4. Drug 2: CCC1=CC2CC(C3=C(CN(C2)C1)C4=CC=CC=C4N3)(C5=C(C=C6C(=C5)C78CCN9C7C(C=CC9)(C(C(C8N6C)(C(=O)OC)O)OC(=O)C)CC)OC)C(=O)OC.C(C(C(=O)O)O)(C(=O)O)O. Cell line: EKVX. Drug 1: CS(=O)(=O)C1=CC(=C(C=C1)C(=O)NC2=CC(=C(C=C2)Cl)C3=CC=CC=N3)Cl. (3) Drug 1: C1=CC=C(C(=C1)C(C2=CC=C(C=C2)Cl)C(Cl)Cl)Cl. Drug 2: C1=NNC2=C1C(=O)NC=N2. Cell line: OVCAR3. Synergy scores: CSS=7.44, Synergy_ZIP=-4.12, Synergy_Bliss=-5.76, Synergy_Loewe=-5.58, Synergy_HSA=-5.13. (4) Drug 1: CCC1=C2CN3C(=CC4=C(C3=O)COC(=O)C4(CC)O)C2=NC5=C1C=C(C=C5)O. Drug 2: C(=O)(N)NO. Cell line: IGROV1. Synergy scores: CSS=12.1, Synergy_ZIP=-3.56, Synergy_Bliss=0.242, Synergy_Loewe=-13.5, Synergy_HSA=0.503. (5) Drug 1: C1C(C(OC1N2C=NC3=C(N=C(N=C32)Cl)N)CO)O. Drug 2: C1CCC(C(C1)N)N.C(=O)(C(=O)[O-])[O-].[Pt+4]. Cell line: UO-31. Synergy scores: CSS=46.7, Synergy_ZIP=-4.57, Synergy_Bliss=-2.28, Synergy_Loewe=-20.5, Synergy_HSA=-0.113.